From a dataset of Reaction yield outcomes from USPTO patents with 853,638 reactions. Predict the reaction yield, written as a fraction of the theoretical maximum amount of product (1.0 means a 100% yield; for example, 0.34 means a 34% yield). (1) The reactants are [NH2:1][CH2:2][C:3]1[CH:8]=[CH:7][CH:6]=[CH:5][N:4]=1.Cl[S:10]([C:13]1[CH:14]=[C:15]([CH:19]=[CH:20][CH:21]=1)[C:16]([OH:18])=[O:17])(=[O:12])=[O:11]. The catalyst is C(Cl)Cl. The product is [N:4]1[CH:5]=[CH:6][CH:7]=[CH:8][C:3]=1[CH2:2][NH:1][S:10]([C:13]1[CH:14]=[C:15]([CH:19]=[CH:20][CH:21]=1)[C:16]([OH:18])=[O:17])(=[O:12])=[O:11]. The yield is 0.890. (2) The reactants are C([Li])CCC.[F:6][C:7]([F:19])([F:18])[C:8]([C:14]([F:17])([F:16])[F:15])([OH:13])[CH2:9][CH2:10][CH2:11][OH:12].[C:20](Cl)(=[O:24])[C:21]([CH3:23])=[CH2:22]. The catalyst is C1COCC1.C(OCC)C. The product is [C:20]([O:12][CH2:11][CH2:10][CH2:9][C:8]([C:14]([F:15])([F:16])[F:17])([OH:13])[C:7]([F:18])([F:19])[F:6])(=[O:24])[C:21]([CH3:23])=[CH2:22]. The yield is 0.790.